From a dataset of Reaction yield outcomes from USPTO patents with 853,638 reactions. Predict the reaction yield, written as a fraction of the theoretical maximum amount of product (1.0 means a 100% yield; for example, 0.34 means a 34% yield). (1) The reactants are [CH3:1][O:2][C:3]1[C:8]([O:9][CH3:10])=[CH:7][CH:6]=[CH:5][C:4]=1[OH:11].F[C:13]1[CH:14]=[C:15]([CH3:22])[CH:16]=[CH:17][C:18]=1[N+:19]([O-:21])=[O:20].[CH3:23][O:24][C:25]1[C:39]([O:40][CH3:41])=[CH:38][CH:37]=[CH:36][C:26]=1[O:27][C:28]1[CH:34]=[C:33]([CH3:35])[CH:32]=[CH:31][C:29]=1[NH2:30].[NH2:42][C:43]1[S:44][CH:45]=[CH:46][N:47]=1. No catalyst specified. The product is [CH3:1][O:2][C:3]1[C:8]([O:9][CH3:10])=[CH:7][CH:6]=[CH:5][C:4]=1[O:11][C:13]1[CH:14]=[C:15]([CH3:22])[CH:16]=[CH:17][C:18]=1[N+:19]([O-:21])=[O:20].[CH3:23][O:24][C:25]1[C:39]([O:40][CH3:41])=[CH:38][CH:37]=[CH:36][C:26]=1[O:27][C:28]1[CH:34]=[C:33]([CH3:35])[CH:32]=[CH:31][C:29]=1[NH:30][C:4]([NH:42][C:43]1[S:44][CH:45]=[CH:46][N:47]=1)=[O:11]. The yield is 0.640. (2) The product is [C:13]1([C:12]#[C:11][C:9]2[CH:8]=[N:7][CH:6]=[C:5]([CH:10]=2)[C:4]([OH:19])=[O:3])[CH:14]=[CH:15][CH:16]=[CH:17][CH:18]=1. The reactants are C([O:3][C:4](=[O:19])[C:5]1[CH:10]=[C:9]([C:11]#[C:12][C:13]2[CH:18]=[CH:17][CH:16]=[CH:15][CH:14]=2)[CH:8]=[N:7][CH:6]=1)C.[OH-].[Na+]. The yield is 0.950. The catalyst is CO.O. (3) The reactants are [CH2:1]([O:3][C:4](=[O:19])[CH:5]([C:14]([O:16]CC)=[O:15])[CH2:6][C:7]([O:9][C:10]([CH3:13])([CH3:12])[CH3:11])=[O:8])[CH3:2].[OH-].[K+]. The catalyst is C(O)C. The product is [C:10]([O:9][C:7](=[O:8])[CH2:6][CH:5]([C:4]([O:3][CH2:1][CH3:2])=[O:19])[C:14]([OH:16])=[O:15])([CH3:13])([CH3:12])[CH3:11]. The yield is 0.606. (4) The reactants are Cl[C:2]([F:7])([F:6])C([O-])=O.[Na+].[Cl:9][C:10]1[CH:11]=[CH:12][N:13]=[C:14]2[C:19]=1[N:18]=[CH:17][C:16]([OH:20])=[CH:15]2.C(=O)([O-])[O-].[Cs+].[Cs+].CN(C=O)C. The catalyst is CO.ClCCl. The product is [Cl:9][C:10]1[CH:11]=[CH:12][N:13]=[C:14]2[C:19]=1[N:18]=[CH:17][C:16]([O:20][CH:2]([F:6])[F:7])=[CH:15]2. The yield is 0.560. (5) The reactants are [Cl:1][C:2]1[C:7]2[S:8][C:9]([C:11]3[C:16]([F:17])=[CH:15][C:14](I)=[CH:13][C:12]=3[Cl:19])=[N:10][C:6]=2[CH:5]=[CH:4][N:3]=1.[C:20](=[O:27])([O:22][C:23]([CH3:26])([CH3:25])[CH3:24])[NH2:21].CC1(C)C2C(=C(P(C3C=CC=CC=3)C3C=CC=CC=3)C=CC=2)OC2C(P(C3C=CC=CC=3)C3C=CC=CC=3)=CC=CC1=2. The catalyst is C1(C)C=CC=CC=1.[O-]P([O-])([O-])=O.[K+].[K+].[K+].O.C1C=CC(/C=C/C(/C=C/C2C=CC=CC=2)=O)=CC=1.C1C=CC(/C=C/C(/C=C/C2C=CC=CC=2)=O)=CC=1.C1C=CC(/C=C/C(/C=C/C2C=CC=CC=2)=O)=CC=1.[Pd].[Pd]. The product is [Cl:19][C:12]1[CH:13]=[C:14]([NH:21][C:20](=[O:27])[O:22][C:23]([CH3:26])([CH3:25])[CH3:24])[CH:15]=[C:16]([F:17])[C:11]=1[C:9]1[S:8][C:7]2[C:2]([Cl:1])=[N:3][CH:4]=[CH:5][C:6]=2[N:10]=1. The yield is 0.789. (6) The reactants are C([N-]C(C)C)(C)C.[Li+].[F:9][C:10]([F:23])([F:22])[O:11][C:12]1[CH:17]=[CH:16][C:15]([CH2:18][C:19]([OH:21])=[O:20])=[CH:14][CH:13]=1.I[CH2:25][CH:26]1[CH2:30][CH2:29][CH2:28][CH2:27]1. The catalyst is O1CCCC1.CN1CCCN(C)C1=O.CN1CCCN(C)C1=O. The product is [CH:26]1([CH2:25][CH:18]([C:15]2[CH:14]=[CH:13][C:12]([O:11][C:10]([F:22])([F:23])[F:9])=[CH:17][CH:16]=2)[C:19]([OH:21])=[O:20])[CH2:30][CH2:29][CH2:28][CH2:27]1. The yield is 0.306. (7) The reactants are Cl[C:2]1[N:7]=[C:6]([NH:8][C:9]2[CH:10]=[C:11]3[C:15](=[CH:16][CH:17]=2)[NH:14][N:13]=[CH:12]3)[CH:5]=[CH:4][N:3]=1.[CH:18]1([NH:21][C:22](=[O:41])[CH2:23][O:24][C:25]2[CH:30]=[C:29](B3OC(C)(C)C(C)(C)O3)[CH:28]=[C:27]([F:40])[CH:26]=2)[CH2:20][CH2:19]1.[F-].[Cs+]. The product is [NH:14]1[C:15]2[C:11](=[CH:10][C:9]([NH:8][C:6]3[CH:5]=[CH:4][N:3]=[C:2]([C:29]4[CH:30]=[C:25]([CH:26]=[C:27]([F:40])[CH:28]=4)[O:24][CH2:23][C:22]([NH:21][CH:18]4[CH2:20][CH2:19]4)=[O:41])[N:7]=3)=[CH:17][CH:16]=2)[CH:12]=[N:13]1. The catalyst is O1CCOCC1.O.C(Cl)Cl.C1C=CC(P(C2C=CC=CC=2)[C-]2C=CC=C2)=CC=1.C1C=CC(P(C2C=CC=CC=2)[C-]2C=CC=C2)=CC=1.Cl[Pd]Cl.[Fe+2]. The yield is 0.140.